Dataset: Retrosynthesis with 50K atom-mapped reactions and 10 reaction types from USPTO. Task: Predict the reactants needed to synthesize the given product. (1) Given the product NCc1ccc(Oc2ccccc2)c(F)c1, predict the reactants needed to synthesize it. The reactants are: N#Cc1ccc(Oc2ccccc2)c(F)c1. (2) Given the product CN(C)c1cc(NC(=O)OC(C)(C)C)c(NC(=O)CC(=O)c2ccnc(C#N)c2)cc1Cl, predict the reactants needed to synthesize it. The reactants are: CC(C)(C)OC(=O)CC(=O)c1ccnc(C#N)c1.CN(C)c1cc(NC(=O)OC(C)(C)C)c(N)cc1Cl. (3) Given the product CCCCC(F)(F)C(O)CC[C@H]1[C@H](OC2CCCCO2)C[C@@H]2OC(=O)C[C@@H]21, predict the reactants needed to synthesize it. The reactants are: CCCCC(F)(F)C(=O)CC[C@H]1[C@H](OC2CCCCO2)C[C@@H]2OC(=O)C[C@@H]21. (4) Given the product Cn1ncc2c(NC(=O)NCc3ccc(N4CCCCCC4)c(F)c3)cccc21, predict the reactants needed to synthesize it. The reactants are: Cn1ncc2c(N)cccc21.O=C=NCc1ccc(N2CCCCCC2)c(F)c1. (5) Given the product NC(=O)OCC(Cl)(Cl)Cl, predict the reactants needed to synthesize it. The reactants are: N.O=C(Cl)OCC(Cl)(Cl)Cl. (6) Given the product O=C(Cc1ccccc1Nc1c(Cl)cccc1Cl)Oc1cc(O)cc(O)c1, predict the reactants needed to synthesize it. The reactants are: O=C(O)Cc1ccccc1Nc1c(Cl)cccc1Cl.Oc1cc(O)cc(O)c1. (7) The reactants are: O=C1c2ccccc2C(=O)N1Cc1ccc(Oc2ccc(Cl)c(C(F)(F)F)c2)cc1. Given the product NCc1ccc(Oc2ccc(Cl)c(C(F)(F)F)c2)cc1, predict the reactants needed to synthesize it.